From a dataset of Forward reaction prediction with 1.9M reactions from USPTO patents (1976-2016). Predict the product of the given reaction. (1) Given the reactants [C:1]12([N:11]([CH3:13])[CH3:12])[CH2:10][CH:5]3[CH2:6][CH:7]([CH2:9][CH:3]([CH2:4]3)[CH2:2]1)[CH2:8]2.[C:14](=[O:19])([O:17]C)[O:15][CH3:16], predict the reaction product. The product is: [CH3:16][O:15][C:14](=[O:17])[O-:19].[C:1]12([N+:11]([CH3:14])([CH3:13])[CH3:12])[CH2:8][CH:7]3[CH2:6][CH:5]([CH2:4][CH:3]([CH2:9]3)[CH2:2]1)[CH2:10]2. (2) Given the reactants Br[C:2]1[CH:3]=[N:4][C:5]([NH:8][C:9]2[CH:14]=[CH:13][CH:12]=[C:11]([N:15]3[CH2:20][CH2:19][N:18]([CH2:21][CH3:22])[CH2:17][CH2:16]3)[CH:10]=2)=[N:6][CH:7]=1.[CH3:23][O:24][C:25]1[CH:26]=[C:27]([CH:32]=[CH:33][C:34]=1/C=C/B1OC(C)(C)C(C)(C)O1)[C:28]([O:30][CH3:31])=[O:29].C([O-])([O-])=O.[K+].[K+].C(Cl)Cl.O1CCO[CH2:57][CH2:56]1, predict the reaction product. The product is: [CH2:21]([N:18]1[CH2:19][CH2:20][N:15]([C:11]2[CH:10]=[C:9]([NH:8][C:5]3[N:4]=[CH:3][C:2](/[CH:56]=[CH:57]/[C:33]4[CH:32]=[C:27]([CH:26]=[C:25]([O:24][CH3:23])[CH:34]=4)[C:28]([O:30][CH3:31])=[O:29])=[CH:7][N:6]=3)[CH:14]=[CH:13][CH:12]=2)[CH2:16][CH2:17]1)[CH3:22]. (3) Given the reactants [O:1]1[C:5]2[CH:6]=[CH:7][C:8]([C:10]3[O:11][C:12]4[C:13](=[C:15]([C:19]([OH:21])=O)[CH:16]=[CH:17][CH:18]=4)[N:14]=3)=[CH:9][C:4]=2[O:3][CH2:2]1.Cl.Cl.[NH2:24][C@H:25]1[CH:30]2[CH2:31][CH2:32][N:27]([CH2:28][CH2:29]2)[CH2:26]1.Cl.C(N=C=NCCCN(C)C)C.ON1C2C=CC=CC=2N=N1.CCN(C(C)C)C(C)C, predict the reaction product. The product is: [N:27]12[CH2:32][CH2:31][CH:30]([CH2:29][CH2:28]1)[C@H:25]([NH:24][C:19]([C:15]1[CH:16]=[CH:17][CH:18]=[C:12]3[O:11][C:10]([C:8]4[CH:7]=[CH:6][C:5]5[O:1][CH2:2][O:3][C:4]=5[CH:9]=4)=[N:14][C:13]=13)=[O:21])[CH2:26]2.